This data is from Full USPTO retrosynthesis dataset with 1.9M reactions from patents (1976-2016). The task is: Predict the reactants needed to synthesize the given product. (1) Given the product [CH2:19]([O:18][C:3]1[C:4]([CH3:17])=[C:5]([CH3:16])[C:6]([O:8][CH2:9][C:10]2[CH:15]=[CH:14][CH:13]=[CH:12][CH:11]=2)=[CH:7][C:2]=1[CH2:27][CH2:26][C:28](=[O:29])[CH3:30])[C:20]1[CH:25]=[CH:24][CH:23]=[CH:22][CH:21]=1, predict the reactants needed to synthesize it. The reactants are: Br[C:2]1[C:3]([O:18][CH2:19][C:20]2[CH:25]=[CH:24][CH:23]=[CH:22][CH:21]=2)=[C:4]([CH3:17])[C:5]([CH3:16])=[C:6]([O:8][CH2:9][C:10]2[CH:15]=[CH:14][CH:13]=[CH:12][CH:11]=2)[CH:7]=1.[CH:26]([C:28]([CH3:30])=[O:29])=[CH2:27].N1C=CC=CC=1. (2) Given the product [O:1]=[C:2]1[CH:7]([N:8]2[C:9](=[O:23])[C:28]3[C:27](=[CH:26][CH:25]=[CH:30][C:29]=3[NH:31][CH2:37][C:38]([NH:39][CH3:40])=[O:53])[C:16]2=[O:17])[CH2:6][CH2:5][C:4](=[O:24])[NH:3]1, predict the reactants needed to synthesize it. The reactants are: [O:1]=[C:2]1[CH:7]([N:8]2[C:16](=[O:17])C3C(=CC=CC=3NCC(O)=O)[C:9]2=[O:23])[CH2:6][CH2:5][C:4](=[O:24])[NH:3]1.[CH:25]1[CH:26]=[CH:27][C:28]2N(O)N=[N:31][C:29]=2[CH:30]=1.C1CCN2[C:38](=[N:39][CH2:40]CC2)[CH2:37]C1.CNC.CN(C=[O:53])C. (3) Given the product [Cl:1][C:2]1[CH:6]=[C:5]([C:7]([O:9][CH3:10])=[O:8])[N:4]([C:11]2[CH:12]=[N:13][CH:14]=[CH:15][CH:16]=2)[N:3]=1, predict the reactants needed to synthesize it. The reactants are: [Cl:1][C:2]1[CH2:6][CH:5]([C:7]([O:9][CH3:10])=[O:8])[N:4]([C:11]2[CH:12]=[N:13][CH:14]=[CH:15][CH:16]=2)[N:3]=1.[Mn]([O-])(=O)(=O)=O.[K+]. (4) Given the product [C:1]([O:4][C@@H:5]1[C@@H:10]([O:11][C:12](=[O:14])[CH3:13])[C@H:9]([O:15][C:16](=[O:18])[CH3:17])[C@@H:8]([CH2:19][O:20][C:21](=[O:23])[CH3:22])[O:7][C@H:6]1[O:24][C:25]1[C:29]([CH2:30][C:31]2[CH:36]=[CH:35][C:34]([CH2:37][CH2:38][NH2:39])=[CH:33][C:32]=2[CH3:50])=[C:28]([CH:51]([CH3:53])[CH3:52])[NH:27][N:26]=1)(=[O:3])[CH3:2], predict the reactants needed to synthesize it. The reactants are: [C:1]([O:4][C@@H:5]1[C@@H:10]([O:11][C:12](=[O:14])[CH3:13])[C@H:9]([O:15][C:16](=[O:18])[CH3:17])[C@@H:8]([CH2:19][O:20][C:21](=[O:23])[CH3:22])[O:7][C@H:6]1[O:24][C:25]1[C:29]([CH2:30][C:31]2[CH:36]=[CH:35][C:34]([CH2:37][CH2:38][NH:39]C(OCC3C=CC=CC=3)=O)=[CH:33][C:32]=2[CH3:50])=[C:28]([CH:51]([CH3:53])[CH3:52])[NH:27][N:26]=1)(=[O:3])[CH3:2]. (5) Given the product [NH2:42][C:36]1[S:35][C:34]([CH:31]2[CH2:32][CH2:33][NH:29][CH2:30]2)=[N:38][C:37]=1[C:39]([NH:1][C:2]1[CH:3]=[N:4][CH:5]=[CH:6][C:7]=1[N:8]1[CH2:13][CH2:12][CH2:11][CH:10]([NH2:14])[CH2:9]1)=[O:40], predict the reactants needed to synthesize it. The reactants are: [NH2:1][C:2]1[CH:3]=[N:4][CH:5]=[CH:6][C:7]=1[N:8]1[CH2:13][CH2:12][CH2:11][CH:10]([NH:14]C(=O)OC(C)(C)C)[CH2:9]1.C(OC([N:29]1[CH2:33][CH2:32][CH:31]([C:34]2[S:35][C:36]([NH:42]C(OC(C)(C)C)=O)=[C:37]([C:39](O)=[O:40])[N:38]=2)[CH2:30]1)=O)(C)(C)C. (6) The reactants are: C([O:3][P:4]([C:9]([C:12]1[CH:17]=[CH:16][C:15]([CH2:18][N:19]([CH2:38][C:39]2[CH:44]=[CH:43][C:42]([C:45]3[CH:50]=[CH:49][CH:48]=[CH:47][CH:46]=3)=[CH:41][CH:40]=2)[CH2:20][C:21]2[CH:26]=[CH:25][C:24]([C:27]([P:30]([O:35]CC)([O:32]CC)=[O:31])([F:29])[F:28])=[CH:23][CH:22]=2)=[CH:14][CH:13]=1)([F:11])[F:10])(=[O:8])[O:5]CC)C.I[Si](C)(C)C. Given the product [C:42]1([C:45]2[CH:46]=[CH:47][CH:48]=[CH:49][CH:50]=2)[CH:41]=[CH:40][C:39]([CH2:38][N:19]([CH2:20][C:21]2[CH:26]=[CH:25][C:24]([C:27]([P:30](=[O:31])([OH:32])[OH:35])([F:28])[F:29])=[CH:23][CH:22]=2)[CH2:18][C:15]2[CH:14]=[CH:13][C:12]([C:9]([F:10])([F:11])[P:4]([OH:5])([OH:8])=[O:3])=[CH:17][CH:16]=2)=[CH:44][CH:43]=1, predict the reactants needed to synthesize it.